Predict the product of the given reaction. From a dataset of Forward reaction prediction with 1.9M reactions from USPTO patents (1976-2016). (1) The product is: [CH3:1][N:2]1[C:6]2[C:7]3[CH:8]=[C:9]([C:33]4[CH:34]=[CH:35][CH:36]=[CH:37][CH:38]=4)[C:10]([C:15]4[CH:20]=[CH:19][C:18]([C:21]5([NH2:25])[CH2:22][CH2:23][CH2:24]5)=[CH:17][CH:16]=4)=[N:11][C:12]=3[CH2:13][CH2:14][C:5]=2[CH:4]=[N:3]1. Given the reactants [CH3:1][N:2]1[C:6]2[C:7]3[CH:8]=[C:9]([C:33]4[CH:38]=[CH:37][CH:36]=[CH:35][CH:34]=4)[C:10]([C:15]4[CH:20]=[CH:19][C:18]([C:21]5([NH:25]C(=O)OC(C)(C)C)[CH2:24][CH2:23][CH2:22]5)=[CH:17][CH:16]=4)=[N:11][C:12]=3[CH2:13][CH2:14][C:5]=2[CH:4]=[N:3]1, predict the reaction product. (2) Given the reactants [C:1]1([C:7](=O)[CH2:8][C:9]2[S:10][CH:11]=[CH:12][CH:13]=2)[CH:6]=[CH:5][CH:4]=[CH:3][CH:2]=1.[CH2:15]([O:17][C:18]1[CH:19]=[C:20]([CH:23]=[C:24]([N+:27]([O-:29])=[O:28])[C:25]=1[OH:26])[CH:21]=O)[CH3:16].[NH2:30][C:31]([NH2:33])=[O:32].Cl, predict the reaction product. The product is: [CH2:15]([O:17][C:18]1[CH:19]=[C:20]([CH:21]2[C:8]([C:9]3[S:10][CH:11]=[CH:12][CH:13]=3)=[C:7]([C:1]3[CH:6]=[CH:5][CH:4]=[CH:3][CH:2]=3)[NH:33][C:31](=[O:32])[NH:30]2)[CH:23]=[C:24]([N+:27]([O-:29])=[O:28])[C:25]=1[OH:26])[CH3:16]. (3) Given the reactants OO.C(O[C:10]([C:12](F)(F)F)=[O:11])(C(F)(F)F)=O.CN(C)CCNC1N=[N+:23]([O-:36])[C:24]2[CH:30]=[C:29]3CC[CH2:33][CH2:34][CH2:35][C:28]3=[CH:27][C:25]=2[N:26]=1.C(O)(C(F)(F)F)=[O:39], predict the reaction product. The product is: [N+:23]([C:24]1[CH:30]=[C:29]2[C:28]([CH2:35][CH2:34][CH2:33]2)=[CH:27][C:25]=1[NH:26][C:10](=[O:11])[CH3:12])([O-:36])=[O:39]. (4) Given the reactants C([CH:3]([O:7][C:8]1[CH:12]=[C:11]([C:13](O)=O)[O:10][N:9]=1)[C:4]([OH:6])=[O:5])C.CCN=C=NCCCN(C)C.Cl.[CH2:28]([N:31]1[C:38]([NH2:39])=[C:37]([NH2:40])[C:35](=[O:36])[N:34]([CH2:41][CH2:42][CH3:43])[C:32]1=[O:33])[CH2:29][CH3:30], predict the reaction product. The product is: [CH2:41]([N:34]1[C:35](=[O:36])[C:37]2[NH:40][C:13]([C:11]3[O:10][N:9]=[C:8]([O:7][CH2:3][C:4]([OH:6])=[O:5])[CH:12]=3)=[N:39][C:38]=2[N:31]([CH2:28][CH2:29][CH3:30])[C:32]1=[O:33])[CH2:42][CH3:43]. (5) Given the reactants [F:1][C:2]1[C:20]([N:21]2[CH2:26][CH2:25][CH:24]([NH:27][C:28]3[CH:33]=[CH:32][C:31]([F:34])=[CH:30][CH:29]=3)[CH2:23][CH2:22]2)=[CH:19][C:5]2=[N:6][C:7]3[N:8]([CH3:18])[CH:9]=[C:10]([C:15]([OH:17])=[O:16])[C:11](=[O:14])[C:12]=3[CH:13]=[C:4]2[CH:3]=1.[OH-].[OH:36][CH2:37][CH2:38][N+:39]([CH3:42])([CH3:41])[CH3:40], predict the reaction product. The product is: [OH:36][CH2:37][CH2:38][N+:39]([CH3:42])([CH3:41])[CH3:40].[F:1][C:2]1[C:20]([N:21]2[CH2:22][CH2:23][CH:24]([NH:27][C:28]3[CH:29]=[CH:30][C:31]([F:34])=[CH:32][CH:33]=3)[CH2:25][CH2:26]2)=[CH:19][C:5]2=[N:6][C:7]3[N:8]([CH3:18])[CH:9]=[C:10]([C:15]([O-:17])=[O:16])[C:11](=[O:14])[C:12]=3[CH:13]=[C:4]2[CH:3]=1.